Dataset: Forward reaction prediction with 1.9M reactions from USPTO patents (1976-2016). Task: Predict the product of the given reaction. Given the reactants [CH3:1][C:2]1([CH3:17])[CH2:6][C:5]2=[C:7]([C:14]([O-:16])=[O:15])[CH:8]=[CH:9][C:10]([N+:11]([O-])=O)=[C:4]2[O:3]1.[C:18](=O)([O-])[O-].[Na+].[Na+].C(=O)(O)[O-].[Na+], predict the reaction product. The product is: [NH2:11][C:10]1[CH:9]=[CH:8][C:7]([C:14]([O:16][CH3:18])=[O:15])=[C:5]2[C:4]=1[O:3][C:2]([CH3:17])([CH3:1])[CH2:6]2.